Predict the reaction yield, written as a fraction of the theoretical maximum amount of product (1.0 means a 100% yield; for example, 0.34 means a 34% yield). From a dataset of Reaction yield outcomes from USPTO patents with 853,638 reactions. (1) The reactants are I[C:2]1[N:6]2[CH:7]=[CH:8][CH:9]=[C:10]([C:11]#[N:12])[C:5]2=[N:4][CH:3]=1.[CH:13]([O:16][C:17]1[CH:18]=[C:19]([NH:32][C:33]([NH:35][CH2:36][C:37]([F:40])([F:39])[F:38])=[O:34])[CH:20]=[C:21](B2OC(C)(C)C(C)(C)O2)[CH:22]=1)([CH3:15])[CH3:14].C([O-])([O-])=O.[Na+].[Na+].CCOC(C)=O. The catalyst is O1CCOCC1.[Cl-].[Na+].O. The product is [C:11]([C:10]1[C:5]2[N:6]([C:2]([C:21]3[CH:20]=[C:19]([NH:32][C:33]([NH:35][CH2:36][C:37]([F:38])([F:39])[F:40])=[O:34])[CH:18]=[C:17]([O:16][CH:13]([CH3:15])[CH3:14])[CH:22]=3)=[CH:3][N:4]=2)[CH:7]=[CH:8][CH:9]=1)#[N:12]. The yield is 0.321. (2) The reactants are [C:1]([CH2:3][NH:4][C:5]([NH:7][CH2:8][CH3:9])=[O:6])#[N:2].[Cl:10][C:11]1[CH:27]=[C:26]([C:28]([F:31])([F:30])[F:29])[CH:25]=[CH:24][C:12]=1[O:13][C:14]1[CH:21]=[CH:20][C:17]([CH:18]=O)=[CH:16][C:15]=1[O:22][CH3:23].[Cl-].[NH4+]. The catalyst is C(O)C.CC(C)([O-])C.[K+]. The product is [Cl:10][C:11]1[CH:27]=[C:26]([C:28]([F:29])([F:30])[F:31])[CH:25]=[CH:24][C:12]=1[O:13][C:14]1[CH:21]=[CH:20][C:17](/[CH:18]=[C:3]2\[NH:4][C:5](=[O:6])[N:7]([CH2:8][CH3:9])[C:1]\2=[NH:2])=[CH:16][C:15]=1[O:22][CH3:23]. The yield is 0.330. (3) The reactants are [CH:1]([C@@H:3]1[CH2:7][CH2:6][CH2:5][N:4]1[C:8]([O:10][C:11]([CH3:14])([CH3:13])[CH3:12])=[O:9])=O.C#C.CC[N:19](CC)[CH2:20][CH3:21].C[N:25](C=O)C. The catalyst is [Cu]I.C1C=CC([P]([Pd]([P](C2C=CC=CC=2)(C2C=CC=CC=2)C2C=CC=CC=2)([P](C2C=CC=CC=2)(C2C=CC=CC=2)C2C=CC=CC=2)[P](C2C=CC=CC=2)(C2C=CC=CC=2)C2C=CC=CC=2)(C2C=CC=CC=2)C2C=CC=CC=2)=CC=1. The product is [NH:25]1[CH:21]=[CH:20][N:19]=[C:1]1[C@@H:3]1[CH2:7][CH2:6][CH2:5][N:4]1[C:8]([O:10][C:11]([CH3:14])([CH3:13])[CH3:12])=[O:9]. The yield is 0.340.